From a dataset of NCI-60 drug combinations with 297,098 pairs across 59 cell lines. Regression. Given two drug SMILES strings and cell line genomic features, predict the synergy score measuring deviation from expected non-interaction effect. (1) Drug 1: CC1=C2C(C(=O)C3(C(CC4C(C3C(C(C2(C)C)(CC1OC(=O)C(C(C5=CC=CC=C5)NC(=O)C6=CC=CC=C6)O)O)OC(=O)C7=CC=CC=C7)(CO4)OC(=O)C)O)C)OC(=O)C. Drug 2: CC1C(C(CC(O1)OC2CC(CC3=C2C(=C4C(=C3O)C(=O)C5=C(C4=O)C(=CC=C5)OC)O)(C(=O)CO)O)N)O.Cl. Cell line: KM12. Synergy scores: CSS=46.7, Synergy_ZIP=-3.73, Synergy_Bliss=-3.08, Synergy_Loewe=-0.582, Synergy_HSA=1.76. (2) Drug 1: CC1C(C(CC(O1)OC2CC(CC3=C2C(=C4C(=C3O)C(=O)C5=C(C4=O)C(=CC=C5)OC)O)(C(=O)C)O)N)O.Cl. Drug 2: CC1=C2C(C(=O)C3(C(CC4C(C3C(C(C2(C)C)(CC1OC(=O)C(C(C5=CC=CC=C5)NC(=O)C6=CC=CC=C6)O)O)OC(=O)C7=CC=CC=C7)(CO4)OC(=O)C)O)C)OC(=O)C. Cell line: HS 578T. Synergy scores: CSS=16.2, Synergy_ZIP=-9.85, Synergy_Bliss=-13.9, Synergy_Loewe=-22.6, Synergy_HSA=-11.3. (3) Drug 1: C1CCC(C1)C(CC#N)N2C=C(C=N2)C3=C4C=CNC4=NC=N3. Drug 2: C1=NC2=C(N=C(N=C2N1C3C(C(C(O3)CO)O)F)Cl)N. Cell line: U251. Synergy scores: CSS=16.0, Synergy_ZIP=0.759, Synergy_Bliss=-3.12, Synergy_Loewe=-33.5, Synergy_HSA=-3.01. (4) Drug 1: CCC1=CC2CC(C3=C(CN(C2)C1)C4=CC=CC=C4N3)(C5=C(C=C6C(=C5)C78CCN9C7C(C=CC9)(C(C(C8N6C)(C(=O)OC)O)OC(=O)C)CC)OC)C(=O)OC. Drug 2: CC1(CCCN1)C2=NC3=C(C=CC=C3N2)C(=O)N. Cell line: SW-620. Synergy scores: CSS=40.6, Synergy_ZIP=3.45, Synergy_Bliss=1.98, Synergy_Loewe=-38.3, Synergy_HSA=1.71. (5) Drug 1: CC1=CC=C(C=C1)C2=CC(=NN2C3=CC=C(C=C3)S(=O)(=O)N)C(F)(F)F. Drug 2: B(C(CC(C)C)NC(=O)C(CC1=CC=CC=C1)NC(=O)C2=NC=CN=C2)(O)O. Cell line: MDA-MB-231. Synergy scores: CSS=45.7, Synergy_ZIP=2.39, Synergy_Bliss=1.64, Synergy_Loewe=-49.1, Synergy_HSA=-2.13. (6) Drug 1: C1CCC(CC1)NC(=O)N(CCCl)N=O. Drug 2: CN1C(=O)N2C=NC(=C2N=N1)C(=O)N. Cell line: NCI-H226. Synergy scores: CSS=16.4, Synergy_ZIP=1.98, Synergy_Bliss=12.3, Synergy_Loewe=5.81, Synergy_HSA=10.7. (7) Drug 1: C1=CC(=CC=C1CCCC(=O)O)N(CCCl)CCCl. Drug 2: CCCS(=O)(=O)NC1=C(C(=C(C=C1)F)C(=O)C2=CNC3=C2C=C(C=N3)C4=CC=C(C=C4)Cl)F. Cell line: HOP-92. Synergy scores: CSS=23.6, Synergy_ZIP=-10.6, Synergy_Bliss=-8.31, Synergy_Loewe=-10.6, Synergy_HSA=-9.19.